Dataset: Forward reaction prediction with 1.9M reactions from USPTO patents (1976-2016). Task: Predict the product of the given reaction. (1) Given the reactants [NH:1]1[CH2:4][CH:3]([NH:5][C:6](=[O:12])[O:7][C:8]([CH3:11])([CH3:10])[CH3:9])[CH2:2]1.[Cl:13][C:14]1[CH:19]=[CH:18][C:17](I)=[CH:16][N:15]=1, predict the reaction product. The product is: [Cl:13][C:14]1[N:15]=[CH:16][C:17]([N:1]2[CH2:4][CH:3]([NH:5][C:6](=[O:12])[O:7][C:8]([CH3:9])([CH3:11])[CH3:10])[CH2:2]2)=[CH:18][CH:19]=1. (2) Given the reactants [S:1]1[CH:5]=[CH:4][C:3]([CH2:6][CH2:7][OH:8])=[CH:2]1.C(OC([N:16]1[CH2:21][CH2:20][C:19](=O)[CH2:18][CH2:17]1)=O)(C)(C)C.[F:23][C:24]([F:29])([F:28])[C:25]([OH:27])=[O:26].C(=O)=O, predict the reaction product. The product is: [F:23][C:24]([F:29])([F:28])[C:25]([O-:27])=[O:26].[S:1]1[C:2]2[C:19]3([CH2:20][CH2:21][NH2+:16][CH2:17][CH2:18]3)[O:8][CH2:7][CH2:6][C:3]=2[CH:4]=[CH:5]1.